From a dataset of Catalyst prediction with 721,799 reactions and 888 catalyst types from USPTO. Predict which catalyst facilitates the given reaction. Reactant: [H-].[H-].[H-].[H-].[Li+].[Al+3].[Al+3].[Cl-].[Cl-].[Cl-].[F:11][C:12]1[CH:27]=[CH:26][C:15]2[C:16](=O)[C:17]3[CH:24]=[CH:23][CH:22]=[CH:21][C:18]=3[CH:19]=[CH:20][C:14]=2[CH:13]=1.O. Product: [F:11][C:12]1[CH:27]=[CH:26][C:15]2[CH2:16][C:17]3[CH:24]=[CH:23][CH:22]=[CH:21][C:18]=3[CH:19]=[CH:20][C:14]=2[CH:13]=1. The catalyst class is: 595.